From a dataset of Full USPTO retrosynthesis dataset with 1.9M reactions from patents (1976-2016). Predict the reactants needed to synthesize the given product. (1) Given the product [S:1]1[C:5]2[CH:6]=[CH:7][CH:8]=[CH:9][C:4]=2[C:3]([N:10]2[CH2:15][CH2:14][N:13]([CH2:16][CH2:17][CH2:18][C:19]3[CH:24]=[CH:23][CH:22]=[CH:21][C:20]=3[NH:25][S:33]([C:28]3[CH:29]=[CH:30][CH:31]=[CH:32][C:27]=3[F:26])(=[O:35])=[O:34])[CH2:12][CH2:11]2)=[N:2]1, predict the reactants needed to synthesize it. The reactants are: [S:1]1[C:5]2[CH:6]=[CH:7][CH:8]=[CH:9][C:4]=2[C:3]([N:10]2[CH2:15][CH2:14][N:13]([CH2:16][CH2:17][CH2:18][C:19]3[CH:24]=[CH:23][CH:22]=[CH:21][C:20]=3[NH2:25])[CH2:12][CH2:11]2)=[N:2]1.[F:26][C:27]1[CH:32]=[CH:31][CH:30]=[CH:29][C:28]=1[S:33](Cl)(=[O:35])=[O:34]. (2) Given the product [CH:17]([CH:8]1[C:7](=[O:20])[N:6]([CH2:5][CH2:4][C:3]([OH:21])=[O:2])[C:11]2[CH:12]=[CH:13][CH:14]=[C:15]([CH3:16])[C:10]=2[O:9]1)([CH3:19])[CH3:18], predict the reactants needed to synthesize it. The reactants are: C[O:2][C:3](=[O:21])[CH2:4][CH2:5][N:6]1[C:11]2[CH:12]=[CH:13][CH:14]=[C:15]([CH3:16])[C:10]=2[O:9][CH:8]([CH:17]([CH3:19])[CH3:18])[C:7]1=[O:20].[OH-].[Na+]. (3) Given the product [Cl:23][C:24]1[CH:25]=[C:26]([CH:27]=[CH:28][C:29]=1[F:30])[O:31][C:2]1[N:10]=[CH:9][C:8]([F:11])=[CH:7][C:3]=1[C:4]([OH:6])=[O:5], predict the reactants needed to synthesize it. The reactants are: Cl[C:2]1[N:10]=[CH:9][C:8]([F:11])=[CH:7][C:3]=1[C:4]([OH:6])=[O:5].FC(F)(F)C1C=C(O)C=CC=1.[Cl:23][C:24]1[CH:25]=[C:26]([OH:31])[CH:27]=[CH:28][C:29]=1[F:30]. (4) Given the product [Cl:1][C:2]1[CH:3]=[C:4]([NH:9][C:10]2[C:15]3[C:16]4[CH2:22][CH2:21][CH2:20][N:19]([C:30](=[O:31])/[CH:29]=[CH:28]/[CH2:27][N:26]([CH3:25])[CH:33]([CH3:35])[CH3:34])[CH2:18][C:17]=4[S:23][C:14]=3[N:13]=[CH:12][N:11]=2)[CH:5]=[CH:6][C:7]=1[Cl:8], predict the reactants needed to synthesize it. The reactants are: [Cl:1][C:2]1[CH:3]=[C:4]([NH:9][C:10]2[C:15]3[C:16]4[CH2:22][CH2:21][CH2:20][NH:19][CH2:18][C:17]=4[S:23][C:14]=3[N:13]=[CH:12][N:11]=2)[CH:5]=[CH:6][C:7]=1[Cl:8].Cl.[CH3:25][N:26]([CH:33]([CH3:35])[CH3:34])[CH2:27]/[CH:28]=[CH:29]/[C:30](O)=[O:31]. (5) Given the product [C:1]1([CH:7]([C:14]2[CH:19]=[CH:18][CH:17]=[C:16]([C:20]([F:23])([F:22])[F:21])[CH:15]=2)[N:8]2[CH2:9][CH2:10][N:11]([CH2:25][C:26]([O:28][C:29]([CH3:32])([CH3:31])[CH3:30])=[O:27])[CH2:12][CH2:13]2)[CH:6]=[CH:5][CH:4]=[CH:3][CH:2]=1, predict the reactants needed to synthesize it. The reactants are: [C:1]1([CH:7]([C:14]2[CH:19]=[CH:18][CH:17]=[C:16]([C:20]([F:23])([F:22])[F:21])[CH:15]=2)[N:8]2[CH2:13][CH2:12][NH:11][CH2:10][CH2:9]2)[CH:6]=[CH:5][CH:4]=[CH:3][CH:2]=1.Br[CH2:25][C:26]([O:28][C:29]([CH3:32])([CH3:31])[CH3:30])=[O:27].C(N(CC)CC)C.O.